The task is: Predict the reactants needed to synthesize the given product.. This data is from Full USPTO retrosynthesis dataset with 1.9M reactions from patents (1976-2016). (1) Given the product [CH3:17][CH:18]1[CH2:27][C:26]2[C:21](=[CH:22][CH:23]=[CH:24][C:25]=2[O:28][C:8]2[CH:13]=[CH:12][C:11]([N+:14]([O-:16])=[O:15])=[CH:10][N:9]=2)[O:20][CH2:19]1, predict the reactants needed to synthesize it. The reactants are: C(=O)([O-])[O-].[K+].[K+].Cl[C:8]1[CH:13]=[CH:12][C:11]([N+:14]([O-:16])=[O:15])=[CH:10][N:9]=1.[CH3:17][CH:18]1[CH2:27][C:26]2[C:25]([OH:28])=[CH:24][CH:23]=[CH:22][C:21]=2[O:20][CH2:19]1. (2) The reactants are: [CH3:1][C:2]1([CH3:36])[CH2:6][C:5]2[CH:7]=[CH:8][CH:9]=[C:10]([CH2:11][N:12]3[CH2:35][CH2:34][C:15]4([CH2:20][CH2:19][N:18]([C:21]([C:23]5[CH:28]=[CH:27][CH:26]=[CH:25][C:24]=5[CH2:29][C:30]([O:32]C)=[O:31])=[O:22])[CH2:17][CH2:16]4)[CH2:14][CH2:13]3)[C:4]=2[O:3]1.[Li+].[OH-].C1COCC1.CO. Given the product [CH3:1][C:2]1([CH3:36])[CH2:6][C:5]2[CH:7]=[CH:8][CH:9]=[C:10]([CH2:11][N:12]3[CH2:35][CH2:34][C:15]4([CH2:16][CH2:17][N:18]([C:21]([C:23]5[CH:28]=[CH:27][CH:26]=[CH:25][C:24]=5[CH2:29][C:30]([OH:32])=[O:31])=[O:22])[CH2:19][CH2:20]4)[CH2:14][CH2:13]3)[C:4]=2[O:3]1, predict the reactants needed to synthesize it. (3) The reactants are: [NH2:1][C:2]1[CH:7]=[CH:6][C:5]([Cl:8])=[CH:4][C:3]=1[CH:9]([C:11]1[C:20]2[C:15](=[CH:16][CH:17]=[CH:18][CH:19]=2)[CH:14]=[CH:13][CH:12]=1)O.[C:21](O)(=[O:28])[CH:22]([CH2:24][C:25]([OH:27])=[O:26])[SH:23].[OH-].[Na+].O.[OH-].[Li+]. Given the product [Cl:8][C:5]1[CH:6]=[CH:7][C:2]2[NH:1][C:21](=[O:28])[C@@H:22]([CH2:24][C:25]([OH:27])=[O:26])[S:23][C@H:9]([C:11]3[C:20]4[C:15](=[CH:16][CH:17]=[CH:18][CH:19]=4)[CH:14]=[CH:13][CH:12]=3)[C:3]=2[CH:4]=1, predict the reactants needed to synthesize it. (4) Given the product [Br:1][C:2]1[CH:7]=[CH:6][C:5]([CH2:8][N:11]2[CH:15]=[CH:14][CH:13]=[N:12]2)=[C:4]([F:10])[CH:3]=1, predict the reactants needed to synthesize it. The reactants are: [Br:1][C:2]1[CH:7]=[CH:6][C:5]([CH2:8]Br)=[C:4]([F:10])[CH:3]=1.[NH:11]1[CH:15]=[CH:14][CH:13]=[N:12]1.C(=O)([O-])[O-].[Cs+].[Cs+]. (5) Given the product [CH3:21][C:22]1[C:30]2[C:25](=[N:26][CH:27]=[C:28]([C:31]3[CH:32]=[C:33]([NH:37][C:38](=[O:41])[CH:39]=[CH2:40])[CH:34]=[CH:35][CH:36]=3)[CH:29]=2)[NH:24][CH:1]=1, predict the reactants needed to synthesize it. The reactants are: [C:1](NC1C=C(B(O)O)C=CC=1)(=O)C=C.C(=O)([O-])[O-].[Na+].[Na+].[CH3:21][C:22]1[C:30]2[C:25](=[N:26][CH:27]=[C:28]([C:31]3[CH:32]=[C:33]([NH:37][C:38](=[O:41])[CH:39]=[CH2:40])[CH:34]=[CH:35][CH:36]=3)[CH:29]=2)[NH:24]N=1. (6) Given the product [F:41][C:2]([F:1])([F:40])[C:3]1[CH:4]=[C:5]([CH:13]([C:35]2[N:36]=[N:37][N:38]([CH2:64][CH2:65][C:66]([O:68][CH3:69])=[O:67])[N:39]=2)[N:14]2[C:23]3[C:18](=[CH:19][CH:20]=[C:21]([C:24]([F:25])([F:26])[F:27])[CH:22]=3)[N:17]([C:28]([O:30][CH2:31][CH3:32])=[O:29])[CH:16]([CH2:33][CH3:34])[CH2:15]2)[CH:6]=[C:7]([C:9]([F:12])([F:11])[F:10])[CH:8]=1, predict the reactants needed to synthesize it. The reactants are: [F:1][C:2]([F:41])([F:40])[C:3]1[CH:4]=[C:5]([CH:13]([C:35]2[N:36]=[N:37][NH:38][N:39]=2)[N:14]2[C:23]3[C:18](=[CH:19][CH:20]=[C:21]([C:24]([F:27])([F:26])[F:25])[CH:22]=3)[N:17]([C:28]([O:30][CH2:31][CH3:32])=[O:29])[CH:16]([CH2:33][CH3:34])[CH2:15]2)[CH:6]=[C:7]([C:9]([F:12])([F:11])[F:10])[CH:8]=1.C(C1CNC2C(=CC=CC=2)N1)C.CCN(C(C)C)C(C)C.Br[CH2:64][CH2:65][C:66]([O:68][CH3:69])=[O:67]. (7) Given the product [CH3:20][N:17]1[C:18](=[O:19])[N:14]([C:8]2[CH:9]=[CH:10][CH:11]=[C:12]([CH3:13])[C:7]=2[CH2:6][O:5][C:4]2[CH:21]=[CH:22][CH:23]=[C:2]([B:24]3[O:28][C:27]([CH3:30])([CH3:29])[C:26]([CH3:32])([CH3:31])[O:25]3)[CH:3]=2)[N:15]=[N:16]1, predict the reactants needed to synthesize it. The reactants are: Br[C:2]1[CH:3]=[C:4]([CH:21]=[CH:22][CH:23]=1)[O:5][CH2:6][C:7]1[C:12]([CH3:13])=[CH:11][CH:10]=[CH:9][C:8]=1[N:14]1[C:18](=[O:19])[N:17]([CH3:20])[N:16]=[N:15]1.[B:24]1([B:24]2[O:28][C:27]([CH3:30])([CH3:29])[C:26]([CH3:32])([CH3:31])[O:25]2)[O:28][C:27]([CH3:30])([CH3:29])[C:26]([CH3:32])([CH3:31])[O:25]1.C([O-])(=O)C.[K+].CS(C)=O. (8) Given the product [CH3:1][O:2][C:3](=[O:37])[NH:4][CH:5]([C:9]([N:11]1[CH:15]([C:16]2[NH:20][C:19]([C:21]3[CH:26]=[CH:25][C:24]([C:102]4[CH:103]=[CH:104][C:99]([C:97]5[NH:98][C:94]([CH:90]6[CH2:91][CH2:92][CH2:93][N:89]6[C:87](=[O:88])[CH:83]([NH:82][C:81]([O:80][CH3:79])=[O:114])[CH:84]([CH3:86])[CH3:85])=[N:95][CH:96]=5)=[CH:100][CH:101]=4)=[CH:23][CH:22]=3)=[CH:18][N:17]=2)[CH2:14][N:13]([S:28]([C:31]2[CH:36]=[CH:35][CH:34]=[CH:33][CH:32]=2)(=[O:30])=[O:29])[CH2:12]1)=[O:10])[CH:6]([CH3:8])[CH3:7], predict the reactants needed to synthesize it. The reactants are: [CH3:1][O:2][C:3](=[O:37])[NH:4][CH:5]([C:9]([N:11]1[CH:15]([C:16]2[NH:17][CH:18]=[C:19]([C:21]3[CH:26]=[CH:25][C:24](Br)=[CH:23][CH:22]=3)[N:20]=2)[CH2:14][N:13]([S:28]([C:31]2[CH:36]=[CH:35][CH:34]=[CH:33][CH:32]=2)(=[O:30])=[O:29])[CH2:12]1)=[O:10])[CH:6]([CH3:8])[CH3:7].COC(=O)NC(C(N1C(C2NC=C(C3C=CC(Br)=CC=3)N=2)CN(C(=O)C)C1)=O)C(C)C.C1(S(Cl)(=O)=O)C=CC=CC=1.[CH3:79][O:80][C:81](=[O:114])[NH:82][CH:83]([C:87]([N:89]1[CH2:93][CH2:92][CH2:91][CH:90]1[C:94]1[NH:95][CH:96]=[C:97]([C:99]2[CH:104]=[CH:103][C:102](B3OC(C)(C)C(C)(C)O3)=[CH:101][CH:100]=2)[N:98]=1)=[O:88])[CH:84]([CH3:86])[CH3:85].C(=O)([O-])[O-].[K+].[K+]. (9) Given the product [Cl:16][C:12]1[CH:11]=[C:10]2[C:15]([C:6]([NH:3][CH2:2][CH2:1][NH2:4])=[CH:7][CH:8]=[N:9]2)=[CH:14][CH:13]=1, predict the reactants needed to synthesize it. The reactants are: [CH2:1]([NH2:4])[CH2:2][NH2:3].Cl[C:6]1[C:15]2[C:10](=[CH:11][C:12]([Cl:16])=[CH:13][CH:14]=2)[N:9]=[CH:8][CH:7]=1. (10) Given the product [CH3:3][C:4]1[N:8]([CH2:9][C:10]2[C:19]3[C:14](=[CH:15][CH:16]=[CH:17][CH:18]=3)[CH:13]=[CH:12][CH:11]=2)[C:7]2[CH:20]=[C:21]([N:26]3[CH2:31][CH2:30][O:29][CH2:28][CH2:27]3)[CH:22]=[C:23]([C:24]([NH2:25])=[O:1])[C:6]=2[N:5]=1, predict the reactants needed to synthesize it. The reactants are: [OH-:1].[K+].[CH3:3][C:4]1[N:8]([CH2:9][C:10]2[C:19]3[C:14](=[CH:15][CH:16]=[CH:17][CH:18]=3)[CH:13]=[CH:12][CH:11]=2)[C:7]2[CH:20]=[C:21]([N:26]3[CH2:31][CH2:30][O:29][CH2:28][CH2:27]3)[CH:22]=[C:23]([C:24]#[N:25])[C:6]=2[N:5]=1.OO.